This data is from Reaction yield outcomes from USPTO patents with 853,638 reactions. The task is: Predict the reaction yield, written as a fraction of the theoretical maximum amount of product (1.0 means a 100% yield; for example, 0.34 means a 34% yield). (1) The reactants are F[C:2]1[CH:10]=[CH:9][C:8]([S:11]([CH3:14])(=[O:13])=[O:12])=[CH:7][C:3]=1[C:4]([OH:6])=[O:5].C(=O)([O-])[O-].[Cs+].[Cs+].[F:21][C:22]([F:26])([F:25])[CH2:23][SH:24].Cl. The catalyst is CN(C)C=O. The product is [CH3:14][S:11]([C:8]1[CH:9]=[CH:10][C:2]([S:24][CH2:23][C:22]([F:26])([F:25])[F:21])=[C:3]([CH:7]=1)[C:4]([OH:6])=[O:5])(=[O:13])=[O:12]. The yield is 0.990. (2) The reactants are [S:1]1[C:5]2[CH:6]=[CH:7][CH:8]=[CH:9][C:4]=2[C:3]([C@H:10]2[CH2:15][CH2:14][C@H:13]([C:16]3[N:25]4[C:19]([CH2:20][NH:21][CH2:22][C:23]5[CH:29]=[C:28]([Cl:30])[CH:27]=[CH:26][C:24]=54)=[N:18][N:17]=3)[CH2:12][CH2:11]2)=[N:2]1.C(N(CC)CC)C.[CH3:38][S:39](Cl)(=[O:41])=[O:40]. The catalyst is ClCCl. The product is [S:1]1[C:5]2[CH:6]=[CH:7][CH:8]=[CH:9][C:4]=2[C:3]([C@H:10]2[CH2:15][CH2:14][C@H:13]([C:16]3[N:25]4[C:19]([CH2:20][N:21]([S:39]([CH3:38])(=[O:41])=[O:40])[CH2:22][C:23]5[CH:29]=[C:28]([Cl:30])[CH:27]=[CH:26][C:24]=54)=[N:18][N:17]=3)[CH2:12][CH2:11]2)=[N:2]1. The yield is 0.820. (3) The reactants are [C:1]1([CH:7]([C:31]2[CH:36]=[CH:35][CH:34]=[CH:33][CH:32]=2)[N:8]2[C:16]3[C:11](=[CH:12][C:13]([CH3:17])=[CH:14][CH:15]=3)[C:10]([C:20]3[C:28]([OH:29])=[CH:27][C:23]4[O:24][CH2:25][O:26][C:22]=4[CH:21]=3)([CH2:18]O)[C:9]2=[O:30])[CH:6]=[CH:5][CH:4]=[CH:3][CH:2]=1.C(P(CCCC)CCCC)CCC.N(C(OC(C)(C)C)=O)=NC(OC(C)(C)C)=O. The catalyst is C(OCC)(=O)C. The product is [C:31]1([CH:7]([C:1]2[CH:2]=[CH:3][CH:4]=[CH:5][CH:6]=2)[N:8]2[C:16]3[C:11](=[CH:12][C:13]([CH3:17])=[CH:14][CH:15]=3)[C:10]3([C:20]4=[CH:21][C:22]5[O:26][CH2:25][O:24][C:23]=5[CH:27]=[C:28]4[O:29][CH2:18]3)[C:9]2=[O:30])[CH:32]=[CH:33][CH:34]=[CH:35][CH:36]=1. The yield is 0.780. (4) The reactants are [IH:1].Cl[C:3]1[N:8]=[C:7]([C:9]2[CH:14]=[C:13]([O:15][CH2:16][CH3:17])[CH:12]=[CH:11][C:10]=2[F:18])[CH:6]=[C:5]([CH3:19])[N:4]=1. The catalyst is C(Cl)Cl. The product is [CH2:16]([O:15][C:13]1[CH:12]=[CH:11][C:10]([F:18])=[C:9]([C:7]2[CH:6]=[C:5]([CH3:19])[N:4]=[C:3]([I:1])[N:8]=2)[CH:14]=1)[CH3:17]. The yield is 0.574. (5) The reactants are [NH2:1][C:2]1[C:3]2[C:10]([C:11]3[CH:16]=[CH:15][C:14]([C@H:17]([NH:23][C:24]4[C:29]([C:30](=[O:41])[NH:31][C@H:32]([C:34]5[CH:39]=[CH:38][C:37]([F:40])=[CH:36][CH:35]=5)[CH3:33])=[CH:28][C:27]([C:42]#[N:43])=[CH:26][N:25]=4)[CH2:18][C:19]([O:21]C)=[O:20])=[CH:13][CH:12]=3)=[CH:9][NH:8][C:4]=2[N:5]=[CH:6][N:7]=1.C([O-])([O-])=O.[K+].[K+]. The catalyst is CO. The product is [NH2:1][C:2]1[C:3]2[C:10]([C:11]3[CH:16]=[CH:15][C:14]([C@H:17]([NH:23][C:24]4[C:29]([C:30](=[O:41])[NH:31][C@H:32]([C:34]5[CH:35]=[CH:36][C:37]([F:40])=[CH:38][CH:39]=5)[CH3:33])=[CH:28][C:27]([C:42]#[N:43])=[CH:26][N:25]=4)[CH2:18][C:19]([OH:21])=[O:20])=[CH:13][CH:12]=3)=[CH:9][NH:8][C:4]=2[N:5]=[CH:6][N:7]=1. The yield is 0.359.